Dataset: Catalyst prediction with 721,799 reactions and 888 catalyst types from USPTO. Task: Predict which catalyst facilitates the given reaction. (1) Reactant: [OH:1][C:2]1[CH:19]=[CH:18][CH:17]=[CH:16][C:3]=1[CH2:4][N:5]([CH2:13][CH2:14][CH3:15])C(=O)OC(C)(C)C.Cl. Product: [CH2:13]([NH:5][CH2:4][C:3]1[CH:16]=[CH:17][CH:18]=[CH:19][C:2]=1[OH:1])[CH2:14][CH3:15]. The catalyst class is: 5. (2) Reactant: [H-].[Na+].[N:3]([C:6]1[CH:7]=[C:8]([CH:11]=[CH:12][CH:13]=1)[C:9]#[N:10])=[C:4]=[O:5].[Br:14][C:15]1[CH:20]=[CH:19][C:18]([CH2:21][CH2:22][OH:23])=[C:17]([O:24][CH2:25][CH3:26])[CH:16]=1. Product: [C:9]([C:8]1[CH:7]=[C:6]([NH:3][C:4](=[O:5])[O:23][CH2:22][CH2:21][C:18]2[CH:19]=[CH:20][C:15]([Br:14])=[CH:16][C:17]=2[O:24][CH2:25][CH3:26])[CH:13]=[CH:12][CH:11]=1)#[N:10]. The catalyst class is: 1. (3) The catalyst class is: 9. Product: [Br:3][C:4]1[CH:5]=[CH:6][C:7]([C:10]2([O:15][CH2:17][C:18]([OH:20])=[O:19])[CH2:14][CH2:13][CH2:12][CH2:11]2)=[CH:8][CH:9]=1. Reactant: [H-].[Na+].[Br:3][C:4]1[CH:9]=[CH:8][C:7]([C:10]2([OH:15])[CH2:14][CH2:13][CH2:12][CH2:11]2)=[CH:6][CH:5]=1.Br[CH2:17][C:18]([OH:20])=[O:19]. (4) Reactant: Cl[C:2]1[N:7]=[C:6]([NH:8][C:9]2[C:14]([CH3:15])=[CH:13][C:12](/[CH:16]=[CH:17]/[C:18]#[N:19])=[CH:11][C:10]=2[CH3:20])[CH:5]=[CH:4][N:3]=1.[NH2:21][C:22]1[CH:29]=[CH:28][C:25]([C:26]#[N:27])=[CH:24][CH:23]=1.C1(C)C=CC(S(O)(=O)=O)=CC=1.N. Product: [CH3:20][C:10]1[CH:11]=[C:12](/[CH:16]=[CH:17]/[C:18]#[N:19])[CH:13]=[C:14]([CH3:15])[C:9]=1[NH:8][C:6]1[CH:5]=[CH:4][N:3]=[C:2]([NH:21][C:22]2[CH:23]=[CH:24][C:25]([C:26]#[N:27])=[CH:28][CH:29]=2)[N:7]=1. The catalyst class is: 32.